This data is from Full USPTO retrosynthesis dataset with 1.9M reactions from patents (1976-2016). The task is: Predict the reactants needed to synthesize the given product. (1) Given the product [Cl:10][C:7]1[S:6][C:5]([C:3]2[N:34]=[C:18]([C:19]3[CH:24]=[CH:23][C:22]([N:25]4[C:29]5=[N:30][CH:31]=[CH:32][CH:33]=[C:28]5[CH:27]=[CH:26]4)=[CH:21][CH:20]=3)[N:17]([C:15]3[CH:16]=[N:11][CH:12]=[N:13][CH:14]=3)[CH:2]=2)=[CH:9][CH:8]=1, predict the reactants needed to synthesize it. The reactants are: Br[CH2:2][C:3]([C:5]1[S:6][C:7]([Cl:10])=[CH:8][CH:9]=1)=O.[N:11]1[CH:16]=[C:15]([N:17]=[C:18]([NH2:34])[C:19]2[CH:24]=[CH:23][C:22]([N:25]3[C:29]4=[N:30][CH:31]=[CH:32][CH:33]=[C:28]4[CH:27]=[CH:26]3)=[CH:21][CH:20]=2)[CH:14]=[N:13][CH:12]=1.C([O-])(O)=O.[Na+].CC(O)C. (2) The reactants are: [CH3:1]/[C:2](/[CH2:9][CH2:10][CH2:11]/[CH:12]=[CH:13]\[CH2:14]/[CH:15]=[CH:16]\[CH2:17]/[CH:18]=[CH:19]\[CH2:20]/[CH:21]=[CH:22]\[CH2:23]/[CH:24]=[CH:25]\[CH2:26][CH3:27])=[CH:3]\[C:4](OCC)=[O:5]. Given the product [CH3:1]/[C:2](/[CH2:9][CH2:10][CH2:11]/[CH:12]=[CH:13]\[CH2:14]/[CH:15]=[CH:16]\[CH2:17]/[CH:18]=[CH:19]\[CH2:20]/[CH:21]=[CH:22]\[CH2:23]/[CH:24]=[CH:25]\[CH2:26][CH3:27])=[CH:3]\[CH2:4][OH:5], predict the reactants needed to synthesize it. (3) The reactants are: [C:1]([O:5][C:6]([N:8]1[CH2:13][CH2:12][NH:11][CH2:10][CH2:9]1)=[O:7])([CH3:4])([CH3:3])[CH3:2].[H-].[Na+].Br[CH2:17][C:18]#[N:19].CO. Given the product [C:1]([O:5][C:6]([N:8]1[CH2:13][CH2:12][N:11]([CH2:17][C:18]#[N:19])[CH2:10][CH2:9]1)=[O:7])([CH3:4])([CH3:2])[CH3:3], predict the reactants needed to synthesize it. (4) Given the product [C:10]([O:9][C:8](=[O:14])[N:7]([CH2:22][C:23]([F:26])([F:25])[CH3:24])[C:2]1[CH:3]=[CH:4][CH:5]=[CH:6][N:1]=1)([CH3:11])([CH3:13])[CH3:12], predict the reactants needed to synthesize it. The reactants are: [N:1]1[CH:6]=[CH:5][CH:4]=[CH:3][C:2]=1[NH:7][C:8](=[O:14])[O:9][C:10]([CH3:13])([CH3:12])[CH3:11].[H-].[Na+].CS(O[CH2:22][C:23]([F:26])([F:25])[CH3:24])(=O)=O.C(=O)([O-])[O-].[Cs+].[Cs+]. (5) Given the product [Cl:1][C:2]1[CH:3]=[C:4]([OH:13])[CH:5]=[C:6]([CH3:12])[C:7]=1[O:8][CH2:9][O:10][CH3:11], predict the reactants needed to synthesize it. The reactants are: [Cl:1][C:2]1[CH:3]=[C:4]([O:13]C(=O)C2C=CC=CC=2)[CH:5]=[C:6]([CH3:12])[C:7]=1[O:8][CH2:9][O:10][CH3:11].[OH-].[K+].